This data is from Reaction yield outcomes from USPTO patents with 853,638 reactions. The task is: Predict the reaction yield, written as a fraction of the theoretical maximum amount of product (1.0 means a 100% yield; for example, 0.34 means a 34% yield). (1) The reactants are [CH3:1][C:2]1[CH:10]=[C:9]([N+:11]([O-:13])=[O:12])[CH:8]=[CH:7][C:3]=1[C:4]([OH:6])=[O:5].S(=O)(=O)(O)O.[CH3:19]O. No catalyst specified. The product is [CH3:19][O:5][C:4](=[O:6])[C:3]1[CH:7]=[CH:8][C:9]([N+:11]([O-:13])=[O:12])=[CH:10][C:2]=1[CH3:1]. The yield is 0.953. (2) The catalyst is C(O)C. The yield is 0.440. The reactants are Cl.[NH2:2][OH:3].N1C=CC=CC=1.[Cl:10][C:11]1[CH:27]=[CH:26][C:14]2[CH2:15][CH2:16][N:17]([C:20](=[O:25])[C:21]([F:24])([F:23])[F:22])[CH2:18][CH2:19][C:13]=2[C:12]=1[NH:28][CH2:29][C:30]1[CH:35]=[CH:34][C:33]([C:36](=O)[CH2:37][CH:38]([CH3:40])[CH3:39])=[CH:32][CH:31]=1. The product is [Cl:10][C:11]1[CH:27]=[CH:26][C:14]2[CH2:15][CH2:16][N:17]([C:20](=[O:25])[C:21]([F:23])([F:24])[F:22])[CH2:18][CH2:19][C:13]=2[C:12]=1[NH:28][CH2:29][C:30]1[CH:35]=[CH:34][C:33]([C:36](=[N:2][OH:3])[CH2:37][CH:38]([CH3:40])[CH3:39])=[CH:32][CH:31]=1. (3) The reactants are [CH3:1][C:2]1[CH:6]=[C:5]([NH2:7])[N:4]([C:8]2[CH:13]=[CH:12][N:11]=[CH:10][CH:9]=2)[N:3]=1.Cl[C:15]1[CH:23]=[C:22]([F:24])[C:21]([F:25])=[CH:20][C:16]=1[C:17]([OH:19])=[O:18].C(=O)([O-])[O-].[K+].[K+].Cl. The catalyst is CN(C)C=O.C([O-])(=O)C.[Cu+2].C([O-])(=O)C.O. The product is [F:24][C:22]1[C:21]([F:25])=[CH:20][C:16]([C:17]([OH:19])=[O:18])=[C:15]([NH:7][C:5]2[N:4]([C:8]3[CH:13]=[CH:12][N:11]=[CH:10][CH:9]=3)[N:3]=[C:2]([CH3:1])[CH:6]=2)[CH:23]=1. The yield is 0.650. (4) The reactants are [F:1][C:2]1[CH:7]=[CH:6][C:5]([NH:8][C:9]2[C:14]3[C:15](=[O:18])[NH:16][CH2:17][C:13]=3[CH:12]=[C:11]([NH:19][C@@H:20]3[CH2:25][CH2:24][CH2:23][CH2:22][C@@H:21]3[NH:26]C(=O)OC(C)(C)C)[N:10]=2)=[CH:4][C:3]=1[CH3:34].C(O)(C(F)(F)F)=O. The catalyst is C(Cl)Cl. The product is [NH2:26][C@H:21]1[CH2:22][CH2:23][CH2:24][CH2:25][C@H:20]1[NH:19][C:11]1[N:10]=[C:9]([NH:8][C:5]2[CH:6]=[CH:7][C:2]([F:1])=[C:3]([CH3:34])[CH:4]=2)[C:14]2[C:15](=[O:18])[NH:16][CH2:17][C:13]=2[CH:12]=1. The yield is 0.0254.